From a dataset of Full USPTO retrosynthesis dataset with 1.9M reactions from patents (1976-2016). Predict the reactants needed to synthesize the given product. (1) Given the product [CH2:43]([O:45][CH2:46][CH2:47][C:48]([NH:1][C:2]1[CH:3]=[C:4]([CH:40]=[CH:41][CH:42]=1)[CH2:5][O:6][CH:7]1[CH:12]([C:13]2[CH:14]=[CH:15][C:16]([O:19][CH2:20][CH2:21][CH2:22][O:23][CH2:24][C:25]3[CH:30]=[CH:29][CH:28]=[CH:27][C:26]=3[O:31][CH3:32])=[CH:17][CH:18]=2)[CH2:11][CH2:10][N:9]([C:33]([O:35][C:36]([CH3:38])([CH3:37])[CH3:39])=[O:34])[CH2:8]1)=[O:49])[CH3:44], predict the reactants needed to synthesize it. The reactants are: [NH2:1][C:2]1[CH:3]=[C:4]([CH:40]=[CH:41][CH:42]=1)[CH2:5][O:6][CH:7]1[CH:12]([C:13]2[CH:18]=[CH:17][C:16]([O:19][CH2:20][CH2:21][CH2:22][O:23][CH2:24][C:25]3[CH:30]=[CH:29][CH:28]=[CH:27][C:26]=3[O:31][CH3:32])=[CH:15][CH:14]=2)[CH2:11][CH2:10][N:9]([C:33]([O:35][C:36]([CH3:39])([CH3:38])[CH3:37])=[O:34])[CH2:8]1.[CH2:43]([O:45][CH2:46][CH2:47][C:48](Cl)=[O:49])[CH3:44]. (2) Given the product [CH2:1]([CH:5]1[CH2:6][C:7](=[O:9])[O:13][C:11](=[O:12])[CH2:10]1)[CH:2]([CH3:3])[CH3:4], predict the reactants needed to synthesize it. The reactants are: [CH2:1]([CH:5]([CH2:10][C:11]([OH:13])=[O:12])[CH2:6][C:7]([OH:9])=O)[CH:2]([CH3:4])[CH3:3].C(OC(=O)C)(=O)C. (3) Given the product [CH3:6][C:3]1([CH3:7])[NH:2][C:12](=[O:13])[CH2:11][S:5][CH2:4]1, predict the reactants needed to synthesize it. The reactants are: Cl.[NH2:2][C:3]([CH3:7])([CH3:6])[CH2:4][SH:5].[OH-].[K+].Br[CH2:11][C:12](OCC)=[O:13]. (4) Given the product [CH2:1]([C:3]1[C:12]([C:13]2[CH:18]=[CH:17][CH:16]=[CH:15][N:14]=2)=[C:11]([C:19]([O:21][CH3:24])=[O:20])[C:10]2[C:5](=[CH:6][CH:7]=[C:8]([F:22])[CH:9]=2)[N:4]=1)[CH3:2], predict the reactants needed to synthesize it. The reactants are: [CH2:1]([C:3]1[C:12]([C:13]2[CH:18]=[CH:17][CH:16]=[CH:15][N:14]=2)=[C:11]([C:19]([OH:21])=[O:20])[C:10]2[C:5](=[CH:6][CH:7]=[C:8]([F:22])[CH:9]=2)[N:4]=1)[CH3:2].[Si](C=[N+]=[N-])(C)(C)[CH3:24]. (5) Given the product [Br:30][C:26]1[CH:25]=[C:24]([C:16]2[CH:17]=[CH:18][CH:19]=[C:14]([C:4]3[C:5]4[S:6][C:7]5[CH:13]=[CH:12][CH:11]=[CH:10][C:8]=5[C:9]=4[CH:1]=[CH:2][CH:3]=3)[CH:15]=2)[CH:29]=[CH:28][CH:27]=1, predict the reactants needed to synthesize it. The reactants are: [CH:1]1[C:9]2[C:8]3[CH:10]=[CH:11][CH:12]=[CH:13][C:7]=3[S:6][C:5]=2[C:4]([C:14]2[CH:15]=[C:16](B(O)O)[CH:17]=[CH:18][CH:19]=2)=[CH:3][CH:2]=1.I[C:24]1[CH:25]=[C:26]([Br:30])[CH:27]=[CH:28][CH:29]=1.CC1C=CC=CC=1P(C1C=CC=CC=1C)C1C=CC=CC=1C.C(=O)([O-])[O-].[K+].[K+]. (6) Given the product [F:1][C:2]1[CH:9]=[CH:8][C:5]([CH2:6][Br:13])=[CH:4][C:3]=1[N+:10]([O-:12])=[O:11], predict the reactants needed to synthesize it. The reactants are: [F:1][C:2]1[CH:9]=[CH:8][C:5]([CH2:6]O)=[CH:4][C:3]=1[N+:10]([O-:12])=[O:11].[Br:13][Si](C)(C)C. (7) Given the product [C:20]([N:10]1[CH2:11][CH2:12][N:7]([CH2:6][CH2:5][CH2:4][Cl:3])[CH2:8][CH2:9]1)(=[O:22])[CH3:21], predict the reactants needed to synthesize it. The reactants are: Cl.Cl.[Cl:3][CH2:4][CH2:5][CH2:6][N:7]1[CH2:12][CH2:11][NH:10][CH2:9][CH2:8]1.C(N(CC)CC)C.[C:20](Cl)(=[O:22])[CH3:21].